From a dataset of Full USPTO retrosynthesis dataset with 1.9M reactions from patents (1976-2016). Predict the reactants needed to synthesize the given product. (1) The reactants are: C([O:3][C:4](=[O:33])[C:5]1[CH:10]=[CH:9][C:8]([C:11]2[CH:12]=[CH:13][C:14]3[CH:23]=[C:22]4[C:17]([C:18]([C:26]5[S:27][C:28]([CH3:31])=[CH:29][CH:30]=5)=[CH:19][C:20]([CH3:25])([CH3:24])[O:21]4)=[CH:16][C:15]=3[CH:32]=2)=[CH:7][CH:6]=1)C.[Li+].[OH-]. Given the product [CH3:24][C:20]1([CH3:25])[CH:19]=[C:18]([C:26]2[S:27][C:28]([CH3:31])=[CH:29][CH:30]=2)[C:17]2[C:22](=[CH:23][C:14]3[CH:13]=[CH:12][C:11]([C:8]4[CH:9]=[CH:10][C:5]([C:4]([OH:33])=[O:3])=[CH:6][CH:7]=4)=[CH:32][C:15]=3[CH:16]=2)[O:21]1, predict the reactants needed to synthesize it. (2) The reactants are: [O:1]1[CH:5]=[CH:4][CH:3]=[C:2]1[C:6]1[N:11]=[C:10]([NH2:12])[N:9]=[C:8]2[NH:13][N:14]=[CH:15][C:7]=12.[H-].[Na+].[F:18][C:19]1[CH:26]=[CH:25][CH:24]=[CH:23][C:20]=1[CH2:21]Br. Given the product [F:18][C:19]1[CH:26]=[CH:25][CH:24]=[CH:23][C:20]=1[CH2:21][N:13]1[C:8]2=[N:9][C:10]([NH2:12])=[N:11][C:6]([C:2]3[O:1][CH:5]=[CH:4][CH:3]=3)=[C:7]2[CH:15]=[N:14]1, predict the reactants needed to synthesize it. (3) Given the product [CH:1]1([C:4](=[O:30])[CH2:5][CH:6]([CH:12]2[CH2:17][CH2:16][N:15]([C:18]([O:20][CH2:21][C:22]3[CH:27]=[CH:26][CH:25]=[CH:24][CH:23]=3)=[O:19])[CH2:14][CH2:13]2)[C:7]([O:9][CH2:10][CH3:11])=[O:8])[CH2:3][CH2:2]1, predict the reactants needed to synthesize it. The reactants are: [CH:1]1([C:4](=C)[CH2:5][CH:6]([CH:12]2[CH2:17][CH2:16][N:15]([C:18]([O:20][CH2:21][C:22]3[CH:27]=[CH:26][CH:25]=[CH:24][CH:23]=3)=[O:19])[CH2:14][CH2:13]2)[C:7]([O:9][CH2:10][CH3:11])=[O:8])[CH2:3][CH2:2]1.I([O-])(=O)(=O)=[O:30].[Na+].S([O-])([O-])=O.[Na+].[Na+].C(=O)(O)[O-].[Na+]. (4) Given the product [NH2:1][C:4]1[CH:20]=[CH:19][C:7]([CH2:8][C:9]2[CH:14]=[CH:13][CH:12]=[CH:11][C:10]=2[NH:15][C:16](=[O:18])[CH3:17])=[CH:6][CH:5]=1, predict the reactants needed to synthesize it. The reactants are: [N+:1]([C:4]1[CH:20]=[CH:19][C:7]([CH2:8][C:9]2[CH:14]=[CH:13][CH:12]=[CH:11][C:10]=2[NH:15][C:16](=[O:18])[CH3:17])=[CH:6][CH:5]=1)([O-])=O. (5) Given the product [Cl:7][C:8]1[C:9]([CH:17]([S:26]([C:27]2[CH:28]=[CH:29][C:30]([Cl:33])=[CH:31][CH:32]=2)(=[O:3])=[O:38])[C:18]2[CH:23]=[C:22]([F:24])[CH:21]=[CH:20][C:19]=2[F:25])=[CH:10][C:11]([CH2:14][C:15]#[N:16])=[N:12][CH:13]=1, predict the reactants needed to synthesize it. The reactants are: C(OCC)(=[O:3])C.[Cl:7][C:8]1[C:9]([CH:17]([S:26][C:27]2[CH:32]=[CH:31][C:30]([Cl:33])=[CH:29][CH:28]=2)[C:18]2[CH:23]=[C:22]([F:24])[CH:21]=[CH:20][C:19]=2[F:25])=[CH:10][C:11]([CH2:14][C:15]#[N:16])=[N:12][CH:13]=1.CO.OO.[OH2:38]. (6) Given the product [NH2:2][C:1]1[N:23]([C:20]2[CH:19]=[CH:18][C:17]([O:16][C:15]([F:25])([F:26])[F:14])=[CH:22][CH:21]=2)[N:24]=[CH:9][C:3]=1[C:4]([O:6][CH2:7][CH3:8])=[O:5], predict the reactants needed to synthesize it. The reactants are: [C:1](/[C:3](=[CH:9]\OCC)/[C:4]([O:6][CH2:7][CH3:8])=[O:5])#[N:2].Cl.[F:14][C:15]([F:26])([F:25])[O:16][C:17]1[CH:22]=[CH:21][C:20]([NH:23][NH2:24])=[CH:19][CH:18]=1.CC([O-])=O.[Na+]. (7) Given the product [Cl:19][C:20]1[CH:29]=[C:28]([I:30])[CH:27]=[CH:26][C:21]=1[NH:22][C:23]1[N:24]([CH3:25])[C:11](=[O:13])[C:10]2[S:9][C:8]([S:16][CH3:17])=[N:7][C:6]=2[C:5]=1[C:4]([O:3][CH2:1][CH3:2])=[O:18], predict the reactants needed to synthesize it. The reactants are: [CH2:1]([O:3][C:4](=[O:18])[CH2:5][C:6]1[N:7]=[C:8]([S:16][CH3:17])[S:9][C:10]=1[C:11]([O:13]CC)=O)[CH3:2].[Cl:19][C:20]1[CH:29]=[C:28]([I:30])[CH:27]=[CH:26][C:21]=1[N:22]=[C:23]=[N:24][CH3:25].